Dataset: TCR-epitope binding with 47,182 pairs between 192 epitopes and 23,139 TCRs. Task: Binary Classification. Given a T-cell receptor sequence (or CDR3 region) and an epitope sequence, predict whether binding occurs between them. (1) The epitope is LPAADLDDF. The TCR CDR3 sequence is CAISVDRGRANEKLFF. Result: 0 (the TCR does not bind to the epitope). (2) Result: 0 (the TCR does not bind to the epitope). The epitope is RLRPGGKKR. The TCR CDR3 sequence is CASSLTGGYTDTQYF.